Dataset: Reaction yield outcomes from USPTO patents with 853,638 reactions. Task: Predict the reaction yield, written as a fraction of the theoretical maximum amount of product (1.0 means a 100% yield; for example, 0.34 means a 34% yield). (1) The reactants are [H-].[Na+].[CH:3]([C:5]1[CH:6]=[CH:7][CH:8]=[C:9]2[C:13]=1[NH:12][CH:11]=[CH:10]2)=[CH2:4].Br[CH2:15][CH2:16][CH2:17][CH:18]=[CH2:19].O. The catalyst is CN(C)C=O.C(OCC)(=O)C. The product is [CH2:19]([N:12]1[C:13]2[C:9](=[CH:8][CH:7]=[CH:6][C:5]=2[CH:3]=[CH2:4])[CH:10]=[CH:11]1)[CH2:18][CH2:17][CH:16]=[CH2:15]. The yield is 0.730. (2) The reactants are [CH3:1][C@H:2]1[CH2:7][NH:6][CH2:5][CH2:4][NH:3]1.[Li]CCCC.[CH3:13][C:14]([O:17][C:18](O[C:18]([O:17][C:14]([CH3:16])([CH3:15])[CH3:13])=[O:19])=[O:19])([CH3:16])[CH3:15]. The catalyst is C1COCC1.O. The product is [CH3:1][C@H:2]1[CH2:7][NH:6][CH2:5][CH2:4][N:3]1[C:18]([O:17][C:14]([CH3:16])([CH3:15])[CH3:13])=[O:19]. The yield is 0.930. (3) The yield is 0.560. The product is [C:19]1([C:34]2[CH:35]=[CH:36][CH:37]=[CH:38][CH:39]=2)[CH:24]=[CH:23][C:22]([CH:25]([N:32]([CH3:33])[C:13](=[O:15])[CH2:12][N:7]2[C:6]3[CH:16]=[CH:17][C:3]([O:2][CH3:1])=[CH:4][C:5]=3[O:10][CH2:9][C:8]2=[O:11])[CH2:26][N:27]2[CH2:31][CH2:30][CH2:29][CH2:28]2)=[CH:21][CH:20]=1. The reactants are [CH3:1][O:2][C:3]1[CH:17]=[CH:16][C:6]2[N:7]([CH2:12][C:13]([OH:15])=O)[C:8](=[O:11])[CH2:9][O:10][C:5]=2[CH:4]=1.[Li].[C:19]1([C:34]2[CH:39]=[CH:38][CH:37]=[CH:36][CH:35]=2)[CH:24]=[CH:23][C:22]([CH:25]([NH:32][CH3:33])[CH2:26][N:27]2[CH2:31][CH2:30][CH2:29][CH2:28]2)=[CH:21][CH:20]=1.C(N(CC)CC)C.F[P-](F)(F)(F)(F)F.N1(O[P+](N(C)C)(N(C)C)N(C)C)C2C=CC=CC=2N=N1.FC(F)(F)C(O)=O. The catalyst is CC#N.O.CN(C=O)C. (4) The reactants are C[N:2](C)[CH:3]=[CH:4][C:5]([C:7]1[C:12](=[O:13])[CH:11]=[CH:10][N:9]([C:14]2[CH:19]=[CH:18][C:17]([N:20]3[CH2:25]CO[CH2:22][CH2:21]3)=[CH:16][CH:15]=2)[N:8]=1)=O.[C:27]1([NH:33]N)[CH:32]=[CH:31][CH:30]=[CH:29][CH:28]=1.[CH3:35][OH:36]. The product is [N:20]1([C:17]2[CH:16]=[CH:15][C:14]([N:9]3[CH:10]=[CH:11][C:12](=[O:13])[C:7]([C:5]4[N:33]([C:27]5[CH:32]=[CH:31][CH:30]=[CH:29][CH:28]=5)[N:2]=[CH:3][CH:4]=4)=[N:8]3)=[CH:19][CH:18]=2)[CH2:21][CH2:22][O:36][CH2:35][CH2:25]1. No catalyst specified. The yield is 0.0800. (5) The reactants are [CH3:1][O:2][C:3](=[O:36])[CH2:4][C:5]1[C:14]([CH3:15])=[C:13]([CH:16]2[CH2:21][CH2:20][N:19]([S:22]([CH2:25][C:26]3[CH:31]=[CH:30][CH:29]=[CH:28][C:27]=3[N+:32]([O-])=O)(=[O:24])=[O:23])[CH2:18][CH2:17]2)[C:12]2[C:7](=[CH:8][CH:9]=[C:10]([F:35])[CH:11]=2)[CH:6]=1.[Cl-].[NH4+].CO.O. The catalyst is [Zn].CCCCCC.C(OCC)(=O)C. The product is [CH3:1][O:2][C:3](=[O:36])[CH2:4][C:5]1[C:14]([CH3:15])=[C:13]([CH:16]2[CH2:17][CH2:18][N:19]([S:22]([CH2:25][C:26]3[CH:31]=[CH:30][CH:29]=[CH:28][C:27]=3[NH2:32])(=[O:24])=[O:23])[CH2:20][CH2:21]2)[C:12]2[C:7](=[CH:8][CH:9]=[C:10]([F:35])[CH:11]=2)[CH:6]=1. The yield is 0.810. (6) The reactants are [CH3:1][O:2][C:3]1[C:8]2[N:9]=[C:10]([NH:12][C:13](=[O:20])[C:14]3[CH:19]=[CH:18][CH:17]=[CH:16][CH:15]=3)[S:11][C:7]=2[C:6]([N:21]2[CH2:26][CH2:25][S:24][CH2:23][CH2:22]2)=[CH:5][CH:4]=1.I([O-])(=O)(=O)=[O:28].[Na+].O.ClCCl. The catalyst is O1CCOCC1. The product is [CH3:1][O:2][C:3]1[C:8]2[N:9]=[C:10]([NH:12][C:13](=[O:20])[C:14]3[CH:19]=[CH:18][CH:17]=[CH:16][CH:15]=3)[S:11][C:7]=2[C:6]([N:21]2[CH2:22][CH2:23][S:24](=[O:28])[CH2:25][CH2:26]2)=[CH:5][CH:4]=1. The yield is 0.210. (7) The reactants are Cl.[CH2:2]([N:9]1[CH2:14][CH2:13][C@@H:12]([O:15][CH3:16])[C@H:11]([NH:17]P(=O)(OCC)OCC)[CH2:10]1)[C:3]1[CH:8]=[CH:7][CH:6]=[CH:5][CH:4]=1.[OH-].[Na+].[CH3:28][C:29]([O:32][C:33](O[C:33]([O:32][C:29]([CH3:31])([CH3:30])[CH3:28])=[O:34])=[O:34])([CH3:31])[CH3:30]. The catalyst is O1CCOCC1.C1COCC1.C(OCC)(=O)C. The product is [CH2:2]([N:9]1[CH2:14][CH2:13][C@@H:12]([O:15][CH3:16])[C@H:11]([NH:17][C:33](=[O:34])[O:32][C:29]([CH3:31])([CH3:30])[CH3:28])[CH2:10]1)[C:3]1[CH:4]=[CH:5][CH:6]=[CH:7][CH:8]=1. The yield is 0.900.